Predict the reactants needed to synthesize the given product. From a dataset of Full USPTO retrosynthesis dataset with 1.9M reactions from patents (1976-2016). (1) Given the product [CH3:30][N:31]1[CH2:36][CH2:35][N:34]([C:2]2[CH:29]=[CH:28][C:5]([C:6]([NH:8][C:9]3[S:13][C:12]([NH:14][C:15]4[CH:16]=[C:17]5[C:22](=[CH:23][CH:24]=4)[N:21]=[CH:20][CH:19]=[CH:18]5)=[N:11][C:10]=3[C:25]([NH2:27])=[O:26])=[O:7])=[CH:4][CH:3]=2)[CH2:33][CH2:32]1, predict the reactants needed to synthesize it. The reactants are: F[C:2]1[CH:29]=[CH:28][C:5]([C:6]([NH:8][C:9]2[S:13][C:12]([NH:14][C:15]3[CH:16]=[C:17]4[C:22](=[CH:23][CH:24]=3)[N:21]=[CH:20][CH:19]=[CH:18]4)=[N:11][C:10]=2[C:25]([NH2:27])=[O:26])=[O:7])=[CH:4][CH:3]=1.[CH3:30][N:31]1[CH2:36][CH2:35][NH:34][CH2:33][CH2:32]1. (2) Given the product [OH:3][CH2:4][C:5]1[CH:6]=[C:7]([C:11]2[CH:20]=[C:19]([C:21]([NH:23][C:24]3[C:25]([CH3:36])=[CH:26][C:27]([C:28]([OH:30])=[O:29])=[CH:33][C:34]=3[CH3:35])=[O:22])[C:18]3[C:13](=[CH:14][CH:15]=[CH:16][CH:17]=3)[N:12]=2)[CH:8]=[CH:9][CH:10]=1, predict the reactants needed to synthesize it. The reactants are: [OH-].[Na+].[OH:3][CH2:4][C:5]1[CH:6]=[C:7]([C:11]2[CH:20]=[C:19]([C:21]([NH:23][C:24]3[C:34]([CH3:35])=[CH:33][C:27]([C:28]([O:30]CC)=[O:29])=[CH:26][C:25]=3[CH3:36])=[O:22])[C:18]3[C:13](=[CH:14][CH:15]=[CH:16][CH:17]=3)[N:12]=2)[CH:8]=[CH:9][CH:10]=1.Cl.